This data is from Hepatocyte clearance measurements from AstraZeneca. The task is: Regression/Classification. Given a drug SMILES string, predict its absorption, distribution, metabolism, or excretion properties. Task type varies by dataset: regression for continuous measurements (e.g., permeability, clearance, half-life) or binary classification for categorical outcomes (e.g., BBB penetration, CYP inhibition). For this dataset (clearance_hepatocyte_az), we predict log10(clearance) (log10 of the in vitro intrinsic clearance, CLint, in uL/min per 10^6 hepatocytes; values are censored to the assay range of 3 to 150, which is 0.477 to 2.18 on this log10 scale). (1) The molecule is Cn1cnc2c(-c3ccc(C4(N)CCC4)cc3)c(-c3ccccc3)ccc21. The log10(clearance) is 0.520. (2) The molecule is O=C(NCC1(O)CCCCCC1)c1cc(-n2ncc(=O)[nH]c2=O)ccc1Cl. The log10(clearance) is 0.480. (3) The molecule is Nc1ncc(-c2ccc(S(=O)(=O)N3CCCC3)cc2)nc1C(=O)Nc1cccnc1. The log10(clearance) is 0.480. (4) The drug is C[C@@](C(=O)O[C@H]1C[N+]2(CCOc3ccc(Cl)cc3)CCC1CC2)(c1ccccc1)N1CCCCC1. The log10(clearance) is 1.78.